This data is from Reaction yield outcomes from USPTO patents with 853,638 reactions. The task is: Predict the reaction yield, written as a fraction of the theoretical maximum amount of product (1.0 means a 100% yield; for example, 0.34 means a 34% yield). (1) The reactants are C(=O)([O-])[O-].[Cs+].[Cs+].Cl[CH2:8][C:9]1[C:18]2[C:13](=[CH:14][CH:15]=[CH:16][CH:17]=2)[N:12]=[C:11]([CH3:19])[CH:10]=1.[I-].[K+].[OH:22][C:23]1[CH:28]=[CH:27][C:26]([S:29]([NH:32][CH2:33][C@H:34]([N:39]2[CH2:44][CH2:43][N:42]([S:45]([CH3:48])(=[O:47])=[O:46])[CH2:41][CH2:40]2)[C:35]([O:37][CH3:38])=[O:36])(=[O:31])=[O:30])=[CH:25][CH:24]=1. The catalyst is CC(C)=O. The product is [CH3:48][S:45]([N:42]1[CH2:41][CH2:40][N:39]([C@@H:34]([CH2:33][NH:32][S:29]([C:26]2[CH:25]=[CH:24][C:23]([O:22][CH2:8][C:9]3[C:18]4[C:13](=[CH:14][CH:15]=[CH:16][CH:17]=4)[N:12]=[C:11]([CH3:19])[CH:10]=3)=[CH:28][CH:27]=2)(=[O:31])=[O:30])[C:35]([O:37][CH3:38])=[O:36])[CH2:44][CH2:43]1)(=[O:46])=[O:47]. The yield is 0.320. (2) The reactants are [OH:1][CH:2]1[CH2:7][CH2:6][N:5]([C:8]([O:10][C:11]([CH3:14])([CH3:13])[CH3:12])=[O:9])[CH2:4][CH2:3]1.[H-].[Na+].[Cl:17][C:18]1[N:23]=[C:22](Cl)[CH:21]=[CH:20][N:19]=1. The catalyst is CN(C=O)C. The product is [Cl:17][C:18]1[N:23]=[C:22]([O:1][CH:2]2[CH2:3][CH2:4][N:5]([C:8]([O:10][C:11]([CH3:14])([CH3:13])[CH3:12])=[O:9])[CH2:6][CH2:7]2)[CH:21]=[CH:20][N:19]=1. The yield is 0.260. (3) The reactants are Cl[CH2:2][C:3]1[CH:4]=[C:5]([F:12])[C:6]2[O:10][CH2:9][O:8][C:7]=2[CH:11]=1.[C-:13]#[N:14].[Na+].O. The catalyst is CS(C)=O. The product is [F:12][C:5]1[C:6]2[O:10][CH2:9][O:8][C:7]=2[CH:11]=[C:3]([CH2:2][C:13]#[N:14])[CH:4]=1. The yield is 0.700.